Dataset: Peptide-MHC class I binding affinity with 185,985 pairs from IEDB/IMGT. Task: Regression. Given a peptide amino acid sequence and an MHC pseudo amino acid sequence, predict their binding affinity value. This is MHC class I binding data. (1) The peptide sequence is MPILTLTRAL. The MHC is HLA-A30:02 with pseudo-sequence HLA-A30:02. The binding affinity (normalized) is 0. (2) The peptide sequence is DVCKNFLKQ. The MHC is H-2-Db with pseudo-sequence H-2-Db. The binding affinity (normalized) is 0. (3) The peptide sequence is HAEMQNPVY. The MHC is HLA-A29:02 with pseudo-sequence HLA-A29:02. The binding affinity (normalized) is 0.213. (4) The binding affinity (normalized) is 0.0847. The peptide sequence is SLMSRVVYK. The MHC is HLA-A02:12 with pseudo-sequence HLA-A02:12. (5) The peptide sequence is ITLFPSYQL. The MHC is HLA-B15:17 with pseudo-sequence HLA-B15:17. The binding affinity (normalized) is 1.00.